From a dataset of Catalyst prediction with 721,799 reactions and 888 catalyst types from USPTO. Predict which catalyst facilitates the given reaction. (1) Reactant: [CH3:1][O:2][C:3](=[O:14])[CH2:4][CH2:5][C:6]1[CH:11]=[CH:10][C:9]([OH:12])=[CH:8][C:7]=1[CH3:13].[C:15]([C:23]1[CH:39]=[C:38]([CH2:40][CH3:41])[CH:37]=[CH:36][C:24]=1[O:25][CH2:26][CH2:27][CH2:28][CH:29](OS(C)(=O)=O)[CH3:30])(=[O:22])[C:16]1[CH:21]=[CH:20][CH:19]=[CH:18][CH:17]=1.C(=O)([O-])[O-].[Cs+].[Cs+]. Product: [CH3:1][O:2][C:3](=[O:14])[CH2:4][CH2:5][C:6]1[CH:11]=[CH:10][C:9]([O:12][CH:29]([CH3:30])[CH2:28][CH2:27][CH2:26][O:25][C:24]2[CH:36]=[CH:37][C:38]([CH2:40][CH3:41])=[CH:39][C:23]=2[C:15](=[O:22])[C:16]2[CH:17]=[CH:18][CH:19]=[CH:20][CH:21]=2)=[CH:8][C:7]=1[CH3:13]. The catalyst class is: 3. (2) Reactant: [C:1]1([C:10]([O:12][CH3:13])=[O:11])[N:2]=[CH:3][N:4]2[CH:9]=[CH:8][CH:7]=[CH:6][C:5]=12.[Br:14]Br. Product: [Br:14][C:3]1[N:4]2[CH:9]=[CH:8][CH:7]=[CH:6][C:5]2=[C:1]([C:10]([O:12][CH3:13])=[O:11])[N:2]=1. The catalyst class is: 313. (3) Reactant: [N+:1]([C:4]1[CH:5]=[C:6]2[CH:12]=[CH:11][N:10](S(C3C=CC=CC=3)(=O)=O)[C:7]2=[N:8][CH:9]=1)([O-:3])=[O:2].CO.[OH-].[Na+]. Product: [N+:1]([C:4]1[CH:5]=[C:6]2[CH:12]=[CH:11][NH:10][C:7]2=[N:8][CH:9]=1)([O-:3])=[O:2]. The catalyst class is: 4. (4) Reactant: Br[C:2]1[CH:14]=[CH:13][CH:12]=[C:11]([F:15])[C:3]=1[O:4][CH:5]1[CH2:10][CH2:9][CH2:8][CH2:7][O:6]1.CC1(C)C(C)(C)OB([C:24]2[CH:41]=[CH:40][C:27]([O:28][CH2:29][C:30]3[CH:39]=[CH:38][C:37]4[C:32](=[CH:33][CH:34]=[CH:35][CH:36]=4)[N:31]=3)=[CH:26][CH:25]=2)O1.C([O-])([O-])=O.[Na+].[Na+]. Product: [F:15][C:11]1[C:3]([O:4][CH:5]2[CH2:10][CH2:9][CH2:8][CH2:7][O:6]2)=[C:2]([C:24]2[CH:25]=[CH:26][C:27]([O:28][CH2:29][C:30]3[CH:39]=[CH:38][C:37]4[C:32](=[CH:33][CH:34]=[CH:35][CH:36]=4)[N:31]=3)=[CH:40][CH:41]=2)[CH:14]=[CH:13][CH:12]=1. The catalyst class is: 12.